Dataset: Forward reaction prediction with 1.9M reactions from USPTO patents (1976-2016). Task: Predict the product of the given reaction. Given the reactants [CH:1]1([CH2:7][CH:8]([NH:12][C:13]([C:15]2[CH:45]=[CH:44][C:18]3[N:19]([CH:38]4[CH2:43][CH2:42][CH2:41][CH2:40][CH2:39]4)[C:20]([C:22]4[CH:23]=[C:24]5[C:29](=[CH:30][CH:31]=4)[N:28]=[C:27]([C:32]4[CH:37]=[CH:36][CH:35]=[CH:34][CH:33]=4)[CH:26]=[N:25]5)=[N:21][C:17]=3[CH:16]=2)=[O:14])[C:9]([OH:11])=[O:10])[CH2:6][CH2:5][CH2:4][CH2:3][CH2:2]1.N(C(OCC1C2C(=CC=CC=2)C2C1=CC=CC=2)=O)[C@H](C(O)=O)CC1C=CC([OH:55])=CC=1, predict the reaction product. The product is: [CH:38]1([N:19]2[C:18]3[CH:44]=[CH:45][C:15]([C:13]([NH:12][CH:8]([CH2:7][C:1]4[CH:6]=[CH:5][C:4]([OH:55])=[CH:3][CH:2]=4)[C:9]([OH:11])=[O:10])=[O:14])=[CH:16][C:17]=3[N:21]=[C:20]2[C:22]2[CH:23]=[C:24]3[C:29](=[CH:30][CH:31]=2)[N:28]=[C:27]([C:32]2[CH:37]=[CH:36][CH:35]=[CH:34][CH:33]=2)[CH:26]=[N:25]3)[CH2:39][CH2:40][CH2:41][CH2:42][CH2:43]1.